Dataset: Forward reaction prediction with 1.9M reactions from USPTO patents (1976-2016). Task: Predict the product of the given reaction. Given the reactants [F:1][C:2]([F:22])([F:21])[O:3][C:4]1[CH:9]=[CH:8][C:7]([CH:10]2[NH:14][C:13]3([CH2:19][CH2:18][CH2:17][CH2:16][CH2:15]3)[NH:12][C:11]2=[O:20])=[CH:6][CH:5]=1.BrN1C(=O)CCC1=O.C(=O)([O-])O.[Na+], predict the reaction product. The product is: [F:22][C:2]([F:1])([F:21])[O:3][C:4]1[CH:9]=[CH:8][C:7]([C:10]2[C:11](=[O:20])[NH:12][C:13]3([CH2:19][CH2:18][CH2:17][CH2:16][CH2:15]3)[N:14]=2)=[CH:6][CH:5]=1.